Dataset: Reaction yield outcomes from USPTO patents with 853,638 reactions. Task: Predict the reaction yield, written as a fraction of the theoretical maximum amount of product (1.0 means a 100% yield; for example, 0.34 means a 34% yield). (1) The yield is 0.400. The product is [Br:7][C:8]1[CH:13]=[CH:12][C:11]([NH:14][C:15]2[C:24]3[C:19](=[CH:20][C:21]([O:27][CH2:40][CH:41]4[CH2:46][CH2:45][N:44]([C:47]([O:49][C:50]([CH3:51])([CH3:53])[CH3:52])=[O:48])[CH2:43][CH2:42]4)=[C:22]([O:25][CH3:26])[CH:23]=3)[N:18]=[CH:17][N:16]=2)=[C:10]([F:28])[CH:9]=1. The catalyst is CN(C)C=O. The reactants are C(=O)([O-])[O-].[K+].[K+].[Br:7][C:8]1[CH:13]=[CH:12][C:11]([NH:14][C:15]2[C:24]3[C:19](=[CH:20][C:21]([OH:27])=[C:22]([O:25][CH3:26])[CH:23]=3)[N:18]=[CH:17][N:16]=2)=[C:10]([F:28])[CH:9]=1.S(O[CH2:40][CH:41]1[CH2:46][CH2:45][N:44]([C:47]([O:49][C:50]([CH3:53])([CH3:52])[CH3:51])=[O:48])[CH2:43][CH2:42]1)(C1C=CC(C)=CC=1)(=O)=O. (2) The reactants are Cl[C:2]1[N:10]=[CH:9][N:8]=[C:7]2[C:3]=1[N:4]=[CH:5][N:6]2[CH:11]1[CH2:15][CH2:14][CH2:13][O:12]1.ClC1N=CN=C2C=1NC=N2.[OH:26][C:27]1[CH:34]=[CH:33][CH:32]=[CH:31][C:28]=1[CH2:29][NH2:30].C(N(CC)CC)C. The catalyst is C(O)CC. The product is [OH:26][C:27]1[CH:34]=[CH:33][CH:32]=[CH:31][C:28]=1[CH2:29][NH:30][C:2]1[N:10]=[CH:9][N:8]=[C:7]2[C:3]=1[N:4]=[CH:5][N:6]2[CH:11]1[CH2:15][CH2:14][CH2:13][O:12]1. The yield is 0.800. (3) The reactants are [C:1]([C:5]1[N:9]([CH2:10][CH:11]2[CH2:16][CH2:15][C:14]([F:18])([F:17])[CH2:13][CH2:12]2)[C:8]2[CH:19]=[CH:20][C:21]([S:23]([N:26]3[CH2:29][CH:28]([N:30]=[C:31]=[O:32])[CH2:27]3)(=[O:25])=[O:24])=[CH:22][C:7]=2[N:6]=1)([CH3:4])([CH3:3])[CH3:2].[CH2:33]([CH2:35][NH2:36])[OH:34]. The catalyst is C1COCC1. The product is [C:1]([C:5]1[N:9]([CH2:10][CH:11]2[CH2:12][CH2:13][C:14]([F:17])([F:18])[CH2:15][CH2:16]2)[C:8]2[CH:19]=[CH:20][C:21]([S:23]([N:26]3[CH2:27][CH:28]([NH:30][C:31]([NH:36][CH2:35][CH2:33][OH:34])=[O:32])[CH2:29]3)(=[O:25])=[O:24])=[CH:22][C:7]=2[N:6]=1)([CH3:4])([CH3:2])[CH3:3]. The yield is 0.440.